This data is from CYP2C9 inhibition data for predicting drug metabolism from PubChem BioAssay. The task is: Regression/Classification. Given a drug SMILES string, predict its absorption, distribution, metabolism, or excretion properties. Task type varies by dataset: regression for continuous measurements (e.g., permeability, clearance, half-life) or binary classification for categorical outcomes (e.g., BBB penetration, CYP inhibition). Dataset: cyp2c9_veith. (1) The drug is O=C(c1nn(Cc2ccccc2)c(=O)c2ccccc12)N1CCN(C/C=C/c2ccccc2)CC1. The result is 1 (inhibitor). (2) The compound is CC(C)NC(=O)N1CCC2(CC1)CCN(C(=O)c1cnccn1)CC2. The result is 0 (non-inhibitor). (3) The result is 1 (inhibitor). The compound is Cc1ccc(C(=O)c2cn[nH]c2-c2cc(Cl)ccc2O)cc1. (4) The molecule is C[C@H]1CCC[C@@H](C)N1NC(=O)c1ccc(Cl)c(S(N)(=O)=O)c1. The result is 0 (non-inhibitor). (5) The molecule is CN[C@H]1[C@H](O)[C@@H](O[C@H]2[C@H](N)C[C@H](N)[C@H](O[C@H]3OC(CN)=CC[C@H]3N)[C@H]2O)OC[C@@]1(C)O. The result is 0 (non-inhibitor).